Dataset: Full USPTO retrosynthesis dataset with 1.9M reactions from patents (1976-2016). Task: Predict the reactants needed to synthesize the given product. (1) Given the product [Cl:30][C:27]1[S:26][C:25]([S:22]([NH:21][C:12]2[C:13]3[C:18](=[CH:17][CH:16]=[CH:15][C:14]=3[CH2:19][OH:20])[N:10]([CH2:9][C:5]3[CH:4]=[C:3]([CH2:2][NH:1][C:47](=[O:49])[CH3:48])[CH:8]=[CH:7][CH:6]=3)[N:11]=2)(=[O:23])=[O:24])=[CH:29][CH:28]=1, predict the reactants needed to synthesize it. The reactants are: [NH2:1][CH2:2][C:3]1[CH:4]=[C:5]([CH2:9][N:10]2[C:18]3[C:13](=[C:14]([CH2:19][OH:20])[CH:15]=[CH:16][CH:17]=3)[C:12]([N:21](S(C3SC(Cl)=CC=3)(=O)=O)[S:22]([C:25]3[S:26][C:27]([Cl:30])=[CH:28][CH:29]=3)(=[O:24])=[O:23])=[N:11]2)[CH:6]=[CH:7][CH:8]=1.C(N(CC)CC)C.[C:47](OC(=O)C)(=[O:49])[CH3:48].[OH-].[Na+]. (2) Given the product [F:1][C:2]1[CH:3]=[CH:4][C:5]([N:8]2[C:16]3[C:11](=[CH:12][C:13]([O:17][C@H:18]([C:24]4[CH:25]=[CH:26][CH:27]=[CH:28][CH:29]=4)[C@@H:19]([NH:23][C:42](=[O:47])[C:43]([CH3:46])([CH3:45])[CH3:44])[CH2:20][CH2:21][CH3:22])=[CH:14][CH:15]=3)[CH:10]=[N:9]2)=[CH:6][CH:7]=1, predict the reactants needed to synthesize it. The reactants are: [F:1][C:2]1[CH:7]=[CH:6][C:5]([N:8]2[C:16]3[C:11](=[CH:12][C:13]([O:17][C@H:18]([C:24]4[CH:29]=[CH:28][CH:27]=[CH:26][CH:25]=4)[C@@H:19]([NH2:23])[CH2:20][CH2:21][CH3:22])=[CH:14][CH:15]=3)[CH:10]=[N:9]2)=[CH:4][CH:3]=1.C1COCC1.C(N(CC)CC)C.[C:42](Cl)(=[O:47])[C:43]([CH3:46])([CH3:45])[CH3:44]. (3) The reactants are: [Cl:1][C:2]1[CH:7]=[CH:6][C:5]([C:8]2[N:12]([C:13]3[CH:18]=[CH:17][C:16]([Cl:19])=[CH:15][C:14]=3[Cl:20])[N:11]=[C:10]([C:21]3[NH:25][C:24](=[O:26])[C:23]([CH3:28])([CH3:27])[N:22]=3)[C:9]=2[CH2:29][CH3:30])=[CH:4][CH:3]=1.[CH3:31]I. Given the product [Cl:1][C:2]1[CH:7]=[CH:6][C:5]([C:8]2[N:12]([C:13]3[CH:18]=[CH:17][C:16]([Cl:19])=[CH:15][C:14]=3[Cl:20])[N:11]=[C:10]([C:21]3[N:25]([CH3:31])[C:24](=[O:26])[C:23]([CH3:27])([CH3:28])[N:22]=3)[C:9]=2[CH2:29][CH3:30])=[CH:4][CH:3]=1, predict the reactants needed to synthesize it. (4) Given the product [NH2:70][CH2:71][C:72]([N:47]1[CH2:48][CH2:49][N:44]([C:43]2[N:35]([CH2:34][CH:31]3[CH2:32][CH2:33]3)[C:36]3[C:41]([N:42]=2)=[C:40]([N:50]2[CH2:55][CH2:54][O:53][CH2:52][CH2:51]2)[N:39]=[C:38]([C:56]2[CH:61]=[N:60][C:59]([NH2:62])=[N:58][CH:57]=2)[N:37]=3)[CH2:45][CH2:46]1)=[O:73], predict the reactants needed to synthesize it. The reactants are: O.ON1C2C=CC=CC=2N=N1.Cl.CN(CCCN=C=NCC)C.C(N(CC)CC)C.[CH:31]1([CH2:34][N:35]2[C:43]([N:44]3[CH2:49][CH2:48][NH:47][CH2:46][CH2:45]3)=[N:42][C:41]3[C:36]2=[N:37][C:38]([C:56]2[CH:57]=[N:58][C:59]([NH2:62])=[N:60][CH:61]=2)=[N:39][C:40]=3[N:50]2[CH2:55][CH2:54][O:53][CH2:52][CH2:51]2)[CH2:33][CH2:32]1.C(OC([NH:70][CH2:71][C:72](O)=[O:73])=O)(C)(C)C. (5) Given the product [F:1][C:2]1[CH:8]=[CH:7][C:5]([N:6]2[C:17]([CH3:18])=[CH:16][CH:15]=[C:14]2[CH3:13])=[C:4]([C:9]([F:10])([F:11])[F:12])[CH:3]=1, predict the reactants needed to synthesize it. The reactants are: [F:1][C:2]1[CH:8]=[CH:7][C:5]([NH2:6])=[C:4]([C:9]([F:12])([F:11])[F:10])[CH:3]=1.[CH3:13][C:14](=O)[CH2:15][CH2:16][C:17](=O)[CH3:18]. (6) Given the product [Cl:20][C:21]([O:19][CH2:1][CH2:2][CH2:3][CH2:4][CH2:5][CH2:6][CH2:7][CH2:8][CH2:9][CH2:10][CH2:11][CH2:12][CH2:13][CH2:14][CH2:15][CH2:16][CH2:17][CH3:18])=[O:23], predict the reactants needed to synthesize it. The reactants are: [CH2:1]([OH:19])[CH2:2][CH2:3][CH2:4][CH2:5][CH2:6][CH2:7][CH2:8][CH2:9][CH2:10][CH2:11][CH2:12][CH2:13][CH2:14][CH2:15][CH2:16][CH2:17][CH3:18].[Cl:20][C:21](Cl)([O:23]C(=O)OC(Cl)(Cl)Cl)Cl.N1C=CC=CC=1.